From a dataset of NCI-60 drug combinations with 297,098 pairs across 59 cell lines. Regression. Given two drug SMILES strings and cell line genomic features, predict the synergy score measuring deviation from expected non-interaction effect. (1) Drug 1: C1=NC2=C(N=C(N=C2N1C3C(C(C(O3)CO)O)F)Cl)N. Drug 2: C(CN)CNCCSP(=O)(O)O. Cell line: KM12. Synergy scores: CSS=15.0, Synergy_ZIP=-4.03, Synergy_Bliss=2.01, Synergy_Loewe=-16.5, Synergy_HSA=-1.15. (2) Drug 1: C1C(C(OC1N2C=C(C(=O)NC2=O)F)CO)O. Drug 2: C1C(C(OC1N2C=NC3=C(N=C(N=C32)Cl)N)CO)O. Cell line: SF-268. Synergy scores: CSS=24.1, Synergy_ZIP=-5.77, Synergy_Bliss=-6.54, Synergy_Loewe=-4.34, Synergy_HSA=-4.20. (3) Drug 1: C1=CC(=C2C(=C1NCCNCCO)C(=O)C3=C(C=CC(=C3C2=O)O)O)NCCNCCO. Drug 2: CC1=C(C(=CC=C1)Cl)NC(=O)C2=CN=C(S2)NC3=CC(=NC(=N3)C)N4CCN(CC4)CCO. Cell line: ACHN. Synergy scores: CSS=60.2, Synergy_ZIP=4.64, Synergy_Bliss=4.23, Synergy_Loewe=-2.37, Synergy_HSA=8.09. (4) Drug 2: C1CN(P(=O)(OC1)NCCCl)CCCl. Cell line: HL-60(TB). Drug 1: CC1=C(C=C(C=C1)NC(=O)C2=CC=C(C=C2)CN3CCN(CC3)C)NC4=NC=CC(=N4)C5=CN=CC=C5. Synergy scores: CSS=-8.11, Synergy_ZIP=4.26, Synergy_Bliss=3.48, Synergy_Loewe=-4.09, Synergy_HSA=-3.55.